From a dataset of TCR-epitope binding with 47,182 pairs between 192 epitopes and 23,139 TCRs. Binary Classification. Given a T-cell receptor sequence (or CDR3 region) and an epitope sequence, predict whether binding occurs between them. (1) The epitope is DRFYKTLRAEQASQEV. The TCR CDR3 sequence is CASSSGALPRGETQYF. Result: 0 (the TCR does not bind to the epitope). (2) The epitope is ISPRTLNAW. The TCR CDR3 sequence is CASSLVLLGNSPLHF. Result: 1 (the TCR binds to the epitope). (3) The epitope is FSKQLQQSM. The TCR CDR3 sequence is CASRIEESTEAFF. Result: 0 (the TCR does not bind to the epitope). (4) The epitope is SSNVANYQK. The TCR CDR3 sequence is CASSLSGSGDEQFF. Result: 0 (the TCR does not bind to the epitope). (5) The epitope is KPLEFGATSAAL. The TCR CDR3 sequence is CASSNDRAPGELFF. Result: 1 (the TCR binds to the epitope).